Dataset: Full USPTO retrosynthesis dataset with 1.9M reactions from patents (1976-2016). Task: Predict the reactants needed to synthesize the given product. Given the product [CH2:3]([O:5][C:6]1[NH:10][N:9]=[C:8]([C:11]([OH:13])=[O:12])[C:7]=1[CH3:14])[CH3:4], predict the reactants needed to synthesize it. The reactants are: [OH-].[Na+].[CH2:3]([O:5][C:6]1[NH:10][N:9]=[C:8]([C:11]([O-:13])=[O:12])[C:7]=1[CH3:14])[CH3:4].